Task: Predict the reaction yield, written as a fraction of the theoretical maximum amount of product (1.0 means a 100% yield; for example, 0.34 means a 34% yield).. Dataset: Reaction yield outcomes from USPTO patents with 853,638 reactions (1) The reactants are [C:1]1([S:7]([N:10]2[C:14]3=[N:15][CH:16]=[C:17]([O:19][CH3:20])[CH:18]=[C:13]3[CH:12]=[CH:11]2)(=[O:9])=[O:8])[CH:6]=[CH:5][CH:4]=[CH:3][CH:2]=1.C([Li])CCC.CCCCCC.[CH3:32][S:33][C:34]1[CH:41]=[CH:40][C:37]([CH:38]=[O:39])=[CH:36][C:35]=1[C:42]([F:45])([F:44])[F:43]. The catalyst is O1CCCC1. The product is [C:1]1([S:7]([N:10]2[C:14]3=[N:15][CH:16]=[C:17]([O:19][CH3:20])[CH:18]=[C:13]3[CH:12]=[C:11]2[CH:38]([C:37]2[CH:40]=[CH:41][C:34]([S:33][CH3:32])=[C:35]([C:42]([F:45])([F:44])[F:43])[CH:36]=2)[OH:39])(=[O:8])=[O:9])[CH:6]=[CH:5][CH:4]=[CH:3][CH:2]=1. The yield is 0.910. (2) The reactants are [Cl:1][C:2]1[CH:14]=[CH:13][CH:12]=[CH:11][C:3]=1[CH2:4][NH:5][C:6](=[O:10])[O:7][CH2:8][CH3:9].Cl[C:16]1[C:21]([N+:22]([O-:24])=[O:23])=[CH:20][C:19]([N+:25]([O-:27])=[O:26])=[CH:18][C:17]=1[C:28]([F:31])([F:30])[F:29].[H-].[Na+].Cl. The catalyst is O1CCCC1. The product is [Cl:1][C:2]1[CH:14]=[CH:13][CH:12]=[CH:11][C:3]=1[CH2:4][N:5]([C:16]1[C:17]([C:28]([F:30])([F:31])[F:29])=[CH:18][C:19]([N+:25]([O-:27])=[O:26])=[CH:20][C:21]=1[N+:22]([O-:24])=[O:23])[C:6](=[O:10])[O:7][CH2:8][CH3:9]. The yield is 0.190.